This data is from Full USPTO retrosynthesis dataset with 1.9M reactions from patents (1976-2016). The task is: Predict the reactants needed to synthesize the given product. (1) Given the product [CH3:1][O:2][C:3]1[C@@H:4]([CH:11]([CH3:13])[CH3:12])[N:5]=[C:6]([O:9][CH3:10])[C@H:7]([CH2:31][C:32]2[CH:37]=[CH:36][C:35]([O:38][CH3:39])=[CH:34][C:33]=2[I:40])[N:8]=1, predict the reactants needed to synthesize it. The reactants are: [CH3:1][O:2][C:3]1[C@@H:4]([CH:11]([CH3:13])[CH3:12])[N:5]=[C:6]([O:9][CH3:10])[CH2:7][N:8]=1.C([Li])CCC.C([Cu])#N.C([Cu])#N.C1COCC1.Br[CH2:31][C:32]1[CH:37]=[CH:36][C:35]([O:38][CH3:39])=[CH:34][C:33]=1[I:40].[NH4+].[Cl-]. (2) Given the product [CH2:1]([N:3]([CH:16]1[CH2:17][CH2:18][O:19][CH2:20][CH2:21]1)[C:4]1[N:8]([CH3:9])[N:7]=[C:6]([C:10]([OH:12])=[O:11])[C:5]=1[CH3:15])[CH3:2], predict the reactants needed to synthesize it. The reactants are: [CH2:1]([N:3]([CH:16]1[CH2:21][CH2:20][O:19][CH2:18][CH2:17]1)[C:4]1[N:8]([CH3:9])[N:7]=[C:6]([C:10]([O:12]CC)=[O:11])[C:5]=1[CH3:15])[CH3:2].[OH-].[Na+]. (3) Given the product [OH:40][C:39]1[C:22]([NH:21][S:8]([CH3:7])(=[O:10])=[O:9])=[CH:23][C:24]2[CH2:30][CH2:29][N:28]([C:31]([O:33][C:34]([CH3:36])([CH3:37])[CH3:35])=[O:32])[CH2:27][CH2:26][C:25]=2[CH:38]=1, predict the reactants needed to synthesize it. The reactants are: N1C=CC=CC=1.[CH3:7][S:8](Cl)(=[O:10])=[O:9].CN(C1C=CC=CN=1)C.[NH2:21][C:22]1[C:39]([OH:40])=[CH:38][C:25]2[CH2:26][CH2:27][N:28]([C:31]([O:33][C:34]([CH3:37])([CH3:36])[CH3:35])=[O:32])[CH2:29][CH2:30][C:24]=2[CH:23]=1. (4) Given the product [C:23]([O:22][C:20](=[O:21])[CH:19]=[CH:18][C:12]1[CH:11]=[CH:10][C:9]([O:8][CH2:1][C:2]2[CH:7]=[CH:6][CH:5]=[CH:4][CH:3]=2)=[CH:17][C:13]=1[C:14]([NH:34][CH2:27][C:28]1[CH:33]=[CH:32][CH:31]=[CH:30][CH:29]=1)=[O:16])([CH3:25])([CH3:24])[CH3:26], predict the reactants needed to synthesize it. The reactants are: [CH2:1]([O:8][C:9]1[CH:10]=[CH:11][C:12]([CH:18]=[CH:19][C:20]([O:22][C:23]([CH3:26])([CH3:25])[CH3:24])=[O:21])=[C:13]([CH:17]=1)[C:14]([OH:16])=O)[C:2]1[CH:7]=[CH:6][CH:5]=[CH:4][CH:3]=1.[CH2:27]([NH2:34])[C:28]1[CH:33]=[CH:32][CH:31]=[CH:30][CH:29]=1.C(Cl)CCl. (5) Given the product [C:25]([O:24][C:22]([NH:29][CH2:30][CH2:31][NH:32][C:2]1[N:7]=[C:6]([NH:8][C:9](=[O:15])[O:10][C:11]([CH3:14])([CH3:13])[CH3:12])[C:5]([C:16](=[O:21])[C:17]([F:20])([F:19])[F:18])=[CH:4][CH:3]=1)=[O:23])([CH3:28])([CH3:27])[CH3:26], predict the reactants needed to synthesize it. The reactants are: Cl[C:2]1[N:7]=[C:6]([NH:8][C:9](=[O:15])[O:10][C:11]([CH3:14])([CH3:13])[CH3:12])[C:5]([C:16](=[O:21])[C:17]([F:20])([F:19])[F:18])=[CH:4][CH:3]=1.[C:22]([NH:29][CH2:30][CH2:31][NH2:32])([O:24][C:25]([CH3:28])([CH3:27])[CH3:26])=[O:23].C(N(CC)C(C)C)(C)C. (6) Given the product [N:20]1([C:18]([C:15]2[CH:16]=[CH:17][C:12]([C:9]3[CH:10]=[CH:11][C:6]([O:5][CH2:4][CH2:3][CH2:2][N:25]4[CH2:29][CH2:28][C@@H:27]([OH:30])[CH2:26]4)=[CH:7][CH:8]=3)=[CH:13][CH:14]=2)=[O:19])[CH2:24][CH2:23][CH2:22][CH2:21]1, predict the reactants needed to synthesize it. The reactants are: Cl[CH2:2][CH2:3][CH2:4][O:5][C:6]1[CH:11]=[CH:10][C:9]([C:12]2[CH:17]=[CH:16][C:15]([C:18]([N:20]3[CH2:24][CH2:23][CH2:22][CH2:21]3)=[O:19])=[CH:14][CH:13]=2)=[CH:8][CH:7]=1.[NH:25]1[CH2:29][CH2:28][C@@H:27]([OH:30])[CH2:26]1.